Predict the product of the given reaction. From a dataset of Forward reaction prediction with 1.9M reactions from USPTO patents (1976-2016). Given the reactants CN(C(ON1N=NC2C=CC=NC1=2)=[N+](C)C)C.F[P-](F)(F)(F)(F)F.C1C=NC2N(O)N=NC=2C=1.CC(N(C)C)=O.[Cl:41][C:42]1[N:47]=[C:46]([NH:48][CH2:49][CH2:50][CH2:51][CH2:52][C:53](O)=[O:54])[CH:45]=[C:44]([N:56]2[CH2:61][CH2:60][O:59][CH2:58][CH2:57]2)[N:43]=1, predict the reaction product. The product is: [Cl:41][C:42]1[N:47]=[C:46]([N:48]2[CH2:49][CH2:50][CH2:51][CH2:52][C:53]2=[O:54])[CH:45]=[C:44]([N:56]2[CH2:61][CH2:60][O:59][CH2:58][CH2:57]2)[N:43]=1.